From a dataset of NCI-60 drug combinations with 297,098 pairs across 59 cell lines. Regression. Given two drug SMILES strings and cell line genomic features, predict the synergy score measuring deviation from expected non-interaction effect. (1) Cell line: SW-620. Synergy scores: CSS=16.5, Synergy_ZIP=-8.39, Synergy_Bliss=-13.3, Synergy_Loewe=-16.3, Synergy_HSA=-10.5. Drug 2: C1CCC(CC1)NC(=O)N(CCCl)N=O. Drug 1: COC1=CC(=CC(=C1O)OC)C2C3C(COC3=O)C(C4=CC5=C(C=C24)OCO5)OC6C(C(C7C(O6)COC(O7)C8=CC=CS8)O)O. (2) Drug 1: CC1=CC=C(C=C1)C2=CC(=NN2C3=CC=C(C=C3)S(=O)(=O)N)C(F)(F)F. Drug 2: CC=C1C(=O)NC(C(=O)OC2CC(=O)NC(C(=O)NC(CSSCCC=C2)C(=O)N1)C(C)C)C(C)C. Cell line: OVCAR3. Synergy scores: CSS=30.4, Synergy_ZIP=7.13, Synergy_Bliss=5.32, Synergy_Loewe=-54.5, Synergy_HSA=-0.689. (3) Drug 1: CC(C1=C(C=CC(=C1Cl)F)Cl)OC2=C(N=CC(=C2)C3=CN(N=C3)C4CCNCC4)N. Drug 2: CCCS(=O)(=O)NC1=C(C(=C(C=C1)F)C(=O)C2=CNC3=C2C=C(C=N3)C4=CC=C(C=C4)Cl)F. Cell line: UACC-257. Synergy scores: CSS=49.0, Synergy_ZIP=1.89, Synergy_Bliss=1.41, Synergy_Loewe=-6.12, Synergy_HSA=1.44.